From a dataset of Forward reaction prediction with 1.9M reactions from USPTO patents (1976-2016). Predict the product of the given reaction. (1) The product is: [CH3:25][CH:24]([N:26]1[CH2:27][CH2:28][CH:29]([O:32][C:33]2[CH:38]=[CH:37][C:36]([CH:39]3[CH2:44][CH2:43][N:42]([C:7]([C:6]4[CH:5]=[CH:4][C:3]([C:1]#[N:2])=[CH:11][CH:10]=4)=[O:9])[CH2:41][CH2:40]3)=[CH:35][CH:34]=2)[CH2:30][CH2:31]1)[CH3:23]. Given the reactants [C:1]([C:3]1[CH:11]=[CH:10][C:6]([C:7]([OH:9])=O)=[CH:5][CH:4]=1)#[N:2].O.ON1C2C=CC=CC=2N=N1.[CH3:23][CH:24]([N:26]1[CH2:31][CH2:30][CH:29]([O:32][C:33]2[CH:38]=[CH:37][C:36]([CH:39]3[CH2:44][CH2:43][NH:42][CH2:41][CH2:40]3)=[CH:35][CH:34]=2)[CH2:28][CH2:27]1)[CH3:25], predict the reaction product. (2) Given the reactants [CH:1]1[C:10]2[C:5](=[CH:6][CH:7]=[CH:8][CH:9]=2)[CH:4]=[CH:3][C:2]=1[OH:11].[OH-].[K+].O1[CH2:18][CH2:17][NH:16]C1=O.C(O)C(O)C(O)C(O)C(O)C=O.[O-]S([O-])(=O)=O.[Mg+2], predict the reaction product. The product is: [CH:1]1[C:10]2[C:5](=[CH:6][CH:7]=[CH:8][CH:9]=2)[CH:4]=[CH:3][C:2]=1[O:11][CH2:18][CH2:17][NH2:16]. (3) Given the reactants N1C=CN=CC=1[N:7]1[CH2:12][CH2:11][CH:10]([NH2:13])[CH2:9][CH2:8]1.ClCC([N:18]1[CH2:22][C:21](F)(F)C[C@H:19]1[C:25]#[N:26])=O.C(N=P1(N(CC)CC)N(C)CCCN1C)(C)(C)C.Cl, predict the reaction product. The product is: [N:18]1[CH:19]=[CH:25][N:26]=[CH:21][C:22]=1[CH:12]1[CH2:11][CH:10]([NH2:13])[CH2:9][CH2:8][NH:7]1. (4) The product is: [Cl:1][C:2]1[CH:3]=[C:4]([N:9]2[C:14](=[O:15])[C:13]([O:16][CH3:17])=[C:12]([C:24]3[CH:25]=[CH:26][C:21]([S:20][CH3:19])=[CH:22][CH:23]=3)[CH:11]=[N:10]2)[CH:5]=[CH:6][C:7]=1[F:8]. Given the reactants [Cl:1][C:2]1[CH:3]=[C:4]([N:9]2[C:14](=[O:15])[C:13]([O:16][CH3:17])=[C:12](Br)[CH:11]=[N:10]2)[CH:5]=[CH:6][C:7]=1[F:8].[CH3:19][S:20][C:21]1[CH:26]=[CH:25][C:24](B(O)O)=[CH:23][CH:22]=1.N, predict the reaction product. (5) The product is: [F:1][C:2]1[CH:7]=[CH:6][C:5]([CH:8]([C:10]2[CH:11]=[N:12][C:13]([N:16]3[CH2:21][CH2:20][N:19]([C:22]([O:24][C:25]([CH3:28])([CH3:27])[CH3:26])=[O:23])[CH2:18][CH2:17]3)=[N:14][CH:15]=2)[CH2:9][OH:33])=[CH:4][CH:3]=1. Given the reactants [F:1][C:2]1[CH:7]=[CH:6][C:5]([C:8]([C:10]2[CH:11]=[N:12][C:13]([N:16]3[CH2:21][CH2:20][N:19]([C:22]([O:24][C:25]([CH3:28])([CH3:27])[CH3:26])=[O:23])[CH2:18][CH2:17]3)=[N:14][CH:15]=2)=[CH2:9])=[CH:4][CH:3]=1.B.C1C[O:33]CC1.[OH-].[Na+].OO.Cl, predict the reaction product. (6) The product is: [CH2:34]([N:26]([CH2:24][CH3:25])[C:27](=[O:33])[CH2:28][CH2:29][C:30]([O:23][C@@:9]1([C:14]#[C:15][C:16]2[CH:17]=[C:18]([CH3:22])[CH:19]=[CH:20][CH:21]=2)[CH2:10][CH2:11][CH2:12][C@@H:13]2[C@H:8]1[CH2:7][CH2:6][N:5]2[C:3]([O:2][CH3:1])=[O:4])=[O:31])[CH3:35]. Given the reactants [CH3:1][O:2][C:3]([N:5]1[C@@H:13]2[C@@H:8]([C@@:9]([OH:23])([C:14]#[C:15][C:16]3[CH:17]=[C:18]([CH3:22])[CH:19]=[CH:20][CH:21]=3)[CH2:10][CH2:11][CH2:12]2)[CH2:7][CH2:6]1)=[O:4].[CH2:24]([N:26]([CH2:34][CH3:35])[C:27](=[O:33])[CH2:28][CH2:29][C:30](O)=[O:31])[CH3:25], predict the reaction product.